Dataset: NCI-60 drug combinations with 297,098 pairs across 59 cell lines. Task: Regression. Given two drug SMILES strings and cell line genomic features, predict the synergy score measuring deviation from expected non-interaction effect. Drug 1: CC1=CC2C(CCC3(C2CCC3(C(=O)C)OC(=O)C)C)C4(C1=CC(=O)CC4)C. Drug 2: CCCCCOC(=O)NC1=NC(=O)N(C=C1F)C2C(C(C(O2)C)O)O. Cell line: HCT-15. Synergy scores: CSS=-0.477, Synergy_ZIP=-0.227, Synergy_Bliss=-3.28, Synergy_Loewe=-3.96, Synergy_HSA=-4.76.